Dataset: Full USPTO retrosynthesis dataset with 1.9M reactions from patents (1976-2016). Task: Predict the reactants needed to synthesize the given product. (1) Given the product [C:29]1([C:2]2[C:6]3[CH:7]=[N:8][CH:9]=[CH:10][C:5]=3[O:4][C:3]=2[C:11]2[CH:16]=[CH:15][C:14]([C:17]3([NH:21][C:22](=[O:28])[O:23][C:24]([CH3:27])([CH3:26])[CH3:25])[CH2:20][CH2:19][CH2:18]3)=[CH:13][CH:12]=2)[CH:34]=[CH:33][CH:32]=[CH:31][CH:30]=1, predict the reactants needed to synthesize it. The reactants are: I[C:2]1[C:6]2[CH:7]=[N:8][CH:9]=[CH:10][C:5]=2[O:4][C:3]=1[C:11]1[CH:16]=[CH:15][C:14]([C:17]2([NH:21][C:22](=[O:28])[O:23][C:24]([CH3:27])([CH3:26])[CH3:25])[CH2:20][CH2:19][CH2:18]2)=[CH:13][CH:12]=1.[C:29]1(B(O)O)[CH:34]=[CH:33][CH:32]=[CH:31][CH:30]=1.[F-].[Cs+].C1(P(C2C=CC=CC=2)C2C=CC=CC=2)C=CC=CC=1.N#N. (2) Given the product [CH2:21]([O:28][C:29]1[C:30](=[O:37])[CH2:31][C:32]([CH2:35][O:36][C:1]([C:14]2[CH:19]=[CH:18][CH:17]=[CH:16][CH:15]=2)([C:8]2[CH:13]=[CH:12][CH:11]=[CH:10][CH:9]=2)[C:2]2[CH:7]=[CH:6][CH:5]=[CH:4][CH:3]=2)=[N:33][CH:34]=1)[C:22]1[CH:23]=[CH:24][CH:25]=[CH:26][CH:27]=1, predict the reactants needed to synthesize it. The reactants are: [C:1](Cl)([C:14]1[CH:19]=[CH:18][CH:17]=[CH:16][CH:15]=1)([C:8]1[CH:13]=[CH:12][CH:11]=[CH:10][CH:9]=1)[C:2]1[CH:7]=[CH:6][CH:5]=[CH:4][CH:3]=1.[CH2:21]([O:28][C:29]1[C:30](=[O:37])[CH2:31][C:32]([CH2:35][OH:36])=[N:33][CH:34]=1)[C:22]1[CH:27]=[CH:26][CH:25]=[CH:24][CH:23]=1.O.